Dataset: TCR-epitope binding with 47,182 pairs between 192 epitopes and 23,139 TCRs. Task: Binary Classification. Given a T-cell receptor sequence (or CDR3 region) and an epitope sequence, predict whether binding occurs between them. (1) The epitope is DATYQRTRALVR. Result: 1 (the TCR binds to the epitope). The TCR CDR3 sequence is CASSPGTGGNEQYF. (2) The epitope is LLFGYPVYV. The TCR CDR3 sequence is CASSTERGEAYEQYF. Result: 1 (the TCR binds to the epitope). (3) The epitope is YLQPRTFLL. The TCR CDR3 sequence is CASSPLVSRNTGELFF. Result: 1 (the TCR binds to the epitope). (4) The epitope is FIAGLIAIV. The TCR CDR3 sequence is CASSLGLHQETQYF. Result: 1 (the TCR binds to the epitope). (5) The epitope is QECVRGTTVL. The TCR CDR3 sequence is CSVVLATIYEQYF. Result: 1 (the TCR binds to the epitope). (6) The TCR CDR3 sequence is CSALGSGYTF. Result: 1 (the TCR binds to the epitope). The epitope is SSNVANYQK. (7) The epitope is ATDALMTGY. The TCR CDR3 sequence is CSARPIDSSNQPQHF. Result: 1 (the TCR binds to the epitope). (8) The epitope is GLIYNRMGAVTTEV. The TCR CDR3 sequence is CASSFTGRNEQFF. Result: 1 (the TCR binds to the epitope).